Task: Predict the reaction yield, written as a fraction of the theoretical maximum amount of product (1.0 means a 100% yield; for example, 0.34 means a 34% yield).. Dataset: Reaction yield outcomes from USPTO patents with 853,638 reactions (1) The product is [O:40]1[CH2:41][CH2:42][N:37]([CH2:36][C:33]2[CH:34]=[CH:35][N:31]([C:13]3[C:14]([NH:16][CH2:17][CH:18]4[CH2:23][CH2:22][CH2:21][NH:20][CH2:19]4)=[CH:15][C:10]([NH:9][C:6]4[N:7]=[CH:8][C:3]([C:1]#[N:2])=[N:4][CH:5]=4)=[N:11][CH:12]=3)[CH:32]=2)[CH2:38][CH2:39]1. The reactants are [C:1]([C:3]1[N:4]=[CH:5][C:6]([NH:9][C:10]2[CH:15]=[C:14]([NH:16][CH2:17][CH:18]3[CH2:23][CH2:22][CH2:21][N:20](C(OC(C)(C)C)=O)[CH2:19]3)[C:13]([N:31]3[CH:35]=[CH:34][C:33]([CH2:36][N:37]4[CH2:42][CH2:41][O:40][CH2:39][CH2:38]4)=[CH:32]3)=[CH:12][N:11]=2)=[N:7][CH:8]=1)#[N:2]. The catalyst is CO. The yield is 0.0700. (2) The reactants are [OH:1][C:2]1[C:10]2[N:9]=[C:8]([C:11]3[S:12][CH:13]=[CH:14][CH:15]=3)[NH:7][C:6]=2[C:5]([C:16]([OH:18])=O)=[CH:4][CH:3]=1.CN(C(ON1N=[N:34][C:29]2C=[CH:31][CH:32]=[N:33][C:28]1=2)=[N+](C)C)C.F[P-](F)(F)(F)(F)F.CCN(C(C)C)C(C)C.N1(C(OC(C)(C)C)=O)CCNCC1. The catalyst is CN(C=O)C. The product is [OH:1][C:2]1[C:10]2[NH:9][C:8]([C:11]3[S:12][CH:13]=[CH:14][CH:15]=3)=[N:7][C:6]=2[C:5]([C:16]([N:33]2[CH2:28][CH2:29][NH:34][CH2:31][CH2:32]2)=[O:18])=[CH:4][CH:3]=1. The yield is 0.320. (3) The reactants are C([S:4][CH:5]1[CH2:8][N:7]([C:9]2[S:10][CH:11]=[C:12]([C:14](=[O:28])[NH:15][C@H:16]([CH2:19][O:20][Si:21]([C:24]([CH3:27])([CH3:26])[CH3:25])([CH3:23])[CH3:22])[CH2:17][CH3:18])[N:13]=2)[CH2:6]1)(=O)C.C(O)(=O)C.NN.C1(P(O[C:50]2[C@H:51]([CH3:74])[C@H:52]3[C@@H:69]([C@H:70]([OH:72])[CH3:71])[C:68](=[O:73])[N:53]3[C:54]=2[C:55]([O:57][CH2:58][C:59]2[CH:64]=[CH:63][C:62]([N+:65]([O-:67])=[O:66])=[CH:61][CH:60]=2)=[O:56])(C2C=CC=CC=2)=O)C=CC=CC=1.C(N(C(C)C)CC)(C)C.C(=O)([O-])O.[Na+]. The catalyst is CN(C)C=O.C(#N)C.C(OCC)(=O)C. The product is [Si:21]([O:20][CH2:19][C@@H:16]([NH:15][C:14]([C:12]1[N:13]=[C:9]([N:7]2[CH2:8][CH:5]([S:4][C:50]3[C@H:51]([CH3:74])[C@@H:52]4[C@@H:69]([C@H:70]([OH:72])[CH3:71])[C:68](=[O:73])[N:53]4[C:54]=3[C:55]([O:57][CH2:58][C:59]3[CH:64]=[CH:63][C:62]([N+:65]([O-:67])=[O:66])=[CH:61][CH:60]=3)=[O:56])[CH2:6]2)[S:10][CH:11]=1)=[O:28])[CH2:17][CH3:18])([C:24]([CH3:25])([CH3:26])[CH3:27])([CH3:23])[CH3:22]. The yield is 0.890. (4) The reactants are Br[C:2]1([CH:20]([Br:38])[C:21]2[CH:26]=[CH:25][CH:24]=[C:23]([O:27][C:28]3[CH:33]=[CH:32][C:31]([C:34]([F:37])([F:36])[F:35])=[CH:30][N:29]=3)[CH:22]=2)[CH2:7][CH2:6][CH:5]([NH:8][C:9]([C:11]2[C:12]([C:16]([F:19])([F:18])[F:17])=[N:13][NH:14][CH:15]=2)=[O:10])[CH2:4][CH2:3]1.[OH-].[Na+]. The catalyst is CO. The product is [Br:38][C:20]([C:21]1[CH:26]=[CH:25][CH:24]=[C:23]([O:27][C:28]2[CH:33]=[CH:32][C:31]([C:34]([F:35])([F:36])[F:37])=[CH:30][N:29]=2)[CH:22]=1)=[C:2]1[CH2:3][CH2:4][CH:5]([NH:8][C:9]([C:11]2[C:12]([C:16]([F:18])([F:19])[F:17])=[N:13][NH:14][CH:15]=2)=[O:10])[CH2:6][CH2:7]1. The yield is 0.870. (5) The reactants are [NH2:1][C:2]1[C:3]([CH:9](O)[CH3:10])=[CH:4][C:5]([Cl:8])=[N:6][CH:7]=1.[F:12][C:13]1[CH:14]=[CH:15][C:16]([CH3:22])=[C:17]([C:19](=O)[CH3:20])[CH:18]=1.[OH-].[K+].O1CCOCC1. The catalyst is C1C=CC(P(C2C=CC=CC=2)C2C=CC=CC=2)=CC=1.C1C=CC(P(C2C=CC=CC=2)C2C=CC=CC=2)=CC=1.C1C=CC(P(C2C=CC=CC=2)C2C=CC=CC=2)=CC=1.Cl[Ru]Cl. The product is [Cl:8][C:5]1[CH:4]=[C:3]2[C:2](=[CH:7][N:6]=1)[N:1]=[C:19]([C:17]1[CH:18]=[C:13]([F:12])[CH:14]=[CH:15][C:16]=1[CH3:22])[CH:20]=[C:9]2[CH3:10]. The yield is 0.360. (6) The reactants are Br[C:2]1[C:3]([C:8]2[N:12]([C:13]([CH3:16])([CH3:15])[CH3:14])[N:11]=[CH:10][C:9]=2[CH:17]([CH:32]2[CH2:34][CH2:33]2)[NH:18][S:19]([C:22]2[CH:27]=[CH:26][C:25]([C:28]([F:31])([F:30])[F:29])=[CH:24][CH:23]=2)(=[O:21])=[O:20])=[N:4][CH:5]=[CH:6][CH:7]=1.C([O-])(=O)C.[Cs+]. The catalyst is CS(C)=O.[Cu](I)I. The product is [C:13]([N:12]1[C:8]2[C:3]3[N:4]=[CH:5][CH:6]=[CH:7][C:2]=3[N:18]([S:19]([C:22]3[CH:27]=[CH:26][C:25]([C:28]([F:31])([F:30])[F:29])=[CH:24][CH:23]=3)(=[O:21])=[O:20])[CH:17]([CH:32]3[CH2:34][CH2:33]3)[C:9]=2[CH:10]=[N:11]1)([CH3:16])([CH3:15])[CH3:14]. The yield is 0.660. (7) The reactants are CON(C)[C:4](=[O:21])[C:5]1[CH:10]=[CH:9][C:8]([C:11]2[C:15]([CH3:16])=[C:14]([C:17]([F:20])([F:19])[F:18])[O:13][N:12]=2)=[CH:7][CH:6]=1.[C:23]([Mg]Br)([CH3:26])([CH3:25])[CH3:24]. No catalyst specified. The product is [CH3:24][C:23]([CH3:26])([CH3:25])[C:4]([C:5]1[CH:6]=[CH:7][C:8]([C:11]2[C:15]([CH3:16])=[C:14]([C:17]([F:18])([F:19])[F:20])[O:13][N:12]=2)=[CH:9][CH:10]=1)=[O:21]. The yield is 0.0900.